From a dataset of Reaction yield outcomes from USPTO patents with 853,638 reactions. Predict the reaction yield, written as a fraction of the theoretical maximum amount of product (1.0 means a 100% yield; for example, 0.34 means a 34% yield). (1) The reactants are [Cl:1][C:2]1[CH:3]=[C:4](Br)[CH:5]=[CH:6][C:7]=1[F:8].[NH:10]1[C:18]2[C:13](=[CH:14][CH:15]=[CH:16][CH:17]=2)[C:12]2([CH:22](B(O)O)[CH2:21][CH2:20][CH2:19]2)[C:11]1=[O:26].C(=O)([O-])[O-].[Na+].[Na+].[OH-].[Na+]. The catalyst is COCCOC.O.C1C=CC([P]([Pd]([P](C2C=CC=CC=2)(C2C=CC=CC=2)C2C=CC=CC=2)([P](C2C=CC=CC=2)(C2C=CC=CC=2)C2C=CC=CC=2)[P](C2C=CC=CC=2)(C2C=CC=CC=2)C2C=CC=CC=2)(C2C=CC=CC=2)C2C=CC=CC=2)=CC=1. The product is [Cl:1][C:2]1[CH:3]=[C:4]([C:15]2[CH:14]=[C:13]3[C:18](=[CH:17][CH:16]=2)[NH:10][C:11](=[O:26])[C:12]23[CH2:22][CH2:21][CH2:20][CH2:19]2)[CH:5]=[CH:6][C:7]=1[F:8]. The yield is 0.660. (2) The reactants are Cl[C:2]1[C:7]([Cl:8])=[CH:6][C:5]([O:9][CH2:10][CH2:11][O:12][CH3:13])=[CH:4][N:3]=1.CC(C)([O-])C.[K+].[CH3:20][N:21]1[CH:25]=[CH:24][C:23]([NH:26][C:27]2[C:36]3[C:31](=[CH:32][CH:33]=[C:34]([OH:37])[CH:35]=3)[N:30]=[CH:29][N:28]=2)=[N:22]1.O.[Cl-].[Na+]. The catalyst is C(Cl)(Cl)Cl.CN(C)C(=O)C. The product is [Cl:8][C:7]1[C:2]([O:37][C:34]2[CH:35]=[C:36]3[C:31](=[CH:32][CH:33]=2)[N:30]=[CH:29][N:28]=[C:27]3[NH:26][C:23]2[CH:24]=[CH:25][N:21]([CH3:20])[N:22]=2)=[N:3][CH:4]=[C:5]([O:9][CH2:10][CH2:11][O:12][CH3:13])[CH:6]=1. The yield is 0.280. (3) The reactants are [CH3:1][C:2]1[C:10]([O:11][C@H:12]2[CH2:17][CH2:16][CH2:15][C@@H:14]([N:18]3[CH2:22][CH2:21][CH2:20][CH2:19]3)[CH2:13]2)=[CH:9][CH:8]=[C:7]2[C:3]=1[CH:4]=[N:5][N:6]2C1CCCCO1.[ClH:29].O1CCOCC1. The catalyst is C(O)(C)C. The product is [ClH:29].[CH3:1][C:2]1[C:10]([O:11][C@H:12]2[CH2:17][CH2:16][CH2:15][C@@H:14]([N:18]3[CH2:22][CH2:21][CH2:20][CH2:19]3)[CH2:13]2)=[CH:9][CH:8]=[C:7]2[C:3]=1[CH:4]=[N:5][NH:6]2. The yield is 1.00. (4) The reactants are [O:1]1[C:5]2[CH:6]=[CH:7][C:8]([N:10]3[C:14]([C:15]([OH:17])=[O:16])=[CH:13][C:12]([C:18](C)([CH3:20])[CH3:19])=[N:11]3)=[CH:9][C:4]=2[N:3]=[CH:2]1.C(OCC)(OCC)OCC.CC1C=CC(S([O-])(=O)=O)=CC=1.C1C=C[NH+]=CC=1. No catalyst specified. The product is [O:1]1[C:5]2[CH:6]=[CH:7][C:8]([N:10]3[C:14]([C:15]([OH:17])=[O:16])=[CH:13][C:12]([CH:18]([CH3:20])[CH3:19])=[N:11]3)=[CH:9][C:4]=2[N:3]=[CH:2]1. The yield is 0.450. (5) The reactants are C([O:5][C:6](=[O:17])[CH2:7][O:8][CH2:9][C:10]1[CH:15]=[CH:14][C:13]([F:16])=[CH:12][CH:11]=1)(C)(C)C. The catalyst is C(O)(C(F)(F)F)=O.C(Cl)Cl. The product is [F:16][C:13]1[CH:12]=[CH:11][C:10]([CH2:9][O:8][CH2:7][C:6]([OH:17])=[O:5])=[CH:15][CH:14]=1. The yield is 0.940. (6) No catalyst specified. The reactants are [C:1]([NH:9][C:10]1[CH:15]=[CH:14][C:13]([C:16]2[CH:24]=[C:23]3[C:19]([CH2:20][N:21]([C@@H:26]([CH:31]([CH3:33])[CH3:32])[C:27]([O:29][CH3:30])=[O:28])[C:22]3=[O:25])=[CH:18][CH:17]=2)=[CH:12][CH:11]=1)(=[O:8])[C:2]1[CH:7]=[CH:6][CH:5]=[CH:4][CH:3]=1.NC1C=CC(C2C=C3C(CN([C@@H](C(C)C)C(OC)=O)C3=O)=CC=2)=CC=1.C1(C(Cl)=O)CCCCC1. The product is [CH:2]1([C:1]([NH:9][C:10]2[CH:15]=[CH:14][C:13]([C:16]3[CH:24]=[C:23]4[C:19]([CH2:20][N:21]([C@@H:26]([CH:31]([CH3:33])[CH3:32])[C:27]([O:29][CH3:30])=[O:28])[C:22]4=[O:25])=[CH:18][CH:17]=3)=[CH:12][CH:11]=2)=[O:8])[CH2:3][CH2:4][CH2:5][CH2:6][CH2:7]1. The yield is 0.760. (7) The yield is 0.430. No catalyst specified. The reactants are Br[C:2]1[CH:3]=[CH:4][C:5]([NH:8]CCOC)=[N:6][CH:7]=1.CC1(C)C(C)(C)OB([C:21]2[CH:22]=[CH:23][C:24](N)=[N:25][CH:26]=2)O1.[C:29]([C:33]1[O:37][N:36]=[C:35]([NH:38][C:39](=[O:56])[CH2:40]C2C=CC(B3OC(C)(C)C(C)(C)O3)=CC=2)[CH:34]=1)([CH3:32])([CH3:31])[CH3:30]. The product is [NH2:8][C:5]1[N:6]=[CH:7][C:2]([C:21]2[CH:26]=[N:25][C:24]([CH2:40][C:39]([NH:38][C:35]3[CH:34]=[C:33]([C:29]([CH3:32])([CH3:31])[CH3:30])[O:37][N:36]=3)=[O:56])=[CH:23][CH:22]=2)=[CH:3][CH:4]=1.